Dataset: Peptide-MHC class I binding affinity with 185,985 pairs from IEDB/IMGT. Task: Regression. Given a peptide amino acid sequence and an MHC pseudo amino acid sequence, predict their binding affinity value. This is MHC class I binding data. (1) The peptide sequence is SINVEYRFL. The MHC is HLA-A24:02 with pseudo-sequence HLA-A24:02. The binding affinity (normalized) is 0.0546. (2) The peptide sequence is VSMTYLYNK. The MHC is HLA-A68:01 with pseudo-sequence HLA-A68:01. The binding affinity (normalized) is 0.592. (3) The peptide sequence is LPPSLLFL. The MHC is Mamu-A01 with pseudo-sequence Mamu-A01. The binding affinity (normalized) is 0.607. (4) The peptide sequence is YLKKGRLSL. The MHC is HLA-A03:01 with pseudo-sequence HLA-A03:01. The binding affinity (normalized) is 0.0847. (5) The peptide sequence is VPAYSFLPGV. The MHC is HLA-B54:01 with pseudo-sequence HLA-B54:01. The binding affinity (normalized) is 0.531.